Dataset: Reaction yield outcomes from USPTO patents with 853,638 reactions. Task: Predict the reaction yield, written as a fraction of the theoretical maximum amount of product (1.0 means a 100% yield; for example, 0.34 means a 34% yield). (1) The reactants are [F:1][C:2]1[CH:3]=[CH:4][C:5]2[N:6]([C:8]([C:11]3[N:16]=[C:15]([NH:17][C@@H:18]4[CH2:23][CH2:22][CH2:21][N:20](C(OC(C)(C)C)=O)[CH2:19]4)[CH:14]=[C:13]([C:31]4[N:35]([CH3:36])[N:34]=[N:33][N:32]=4)[N:12]=3)=[CH:9][N:10]=2)[CH:7]=1.FC(F)(F)C(O)=O. No catalyst specified. The product is [F:1][C:2]1[CH:3]=[CH:4][C:5]2[N:6]([C:8]([C:11]3[N:16]=[C:15]([NH:17][C@@H:18]4[CH2:23][CH2:22][CH2:21][NH:20][CH2:19]4)[CH:14]=[C:13]([C:31]4[N:35]([CH3:36])[N:34]=[N:33][N:32]=4)[N:12]=3)=[CH:9][N:10]=2)[CH:7]=1. The yield is 0.610. (2) The reactants are [C:1]1(B(O)O)[CH:6]=[CH:5][CH:4]=[CH:3][CH:2]=1.O1CCOCC1.O.[C:17]1(=[O:23])[CH2:22][CH2:21][CH2:20][CH:19]=[CH:18]1. The catalyst is CCOC(C)=O.C/C(/O)=C/C(C)=O.C=C.C=C.[Rh].C1(P(C2C=CC=CC=2)C2C=CC3C(=CC=CC=3)C=2C2C3C(=CC=CC=3)C=CC=2P(C2C=CC=CC=2)C2C=CC=CC=2)C=CC=CC=1. The product is [C:1]1([CH:19]2[CH2:20][CH2:21][CH2:22][C:17](=[O:23])[CH2:18]2)[CH:6]=[CH:5][CH:4]=[CH:3][CH:2]=1. The yield is 0.333. (3) The reactants are [Cl:1][C:2]1[CH:3]=[C:4]([C:19]2[N:23]=[C:22]([C:24]([NH:26][CH2:27][C:28]3[CH:33]=[CH:32][C:31]([OH:34])=[CH:30][CH:29]=3)=[O:25])[O:21][N:20]=2)[CH:5]=[C:6]([Cl:18])[C:7]=1[O:8]CC1C=CC(OC)=CC=1.[F:35][C:36]1[CH:41]=[CH:40][C:39](B(O)O)=[CH:38][C:37]=1[C:45]([F:48])([F:47])[F:46].N1C=CC=CC=1. The catalyst is ClCCl.CC([O-])=O.CC([O-])=O.[Cu+2]. The product is [Cl:1][C:2]1[CH:3]=[C:4]([C:19]2[N:23]=[C:22]([C:24]([NH:26][CH2:27][C:28]3[CH:29]=[CH:30][C:31]([O:34][C:39]4[CH:40]=[CH:41][C:36]([F:35])=[C:37]([C:45]([F:48])([F:47])[F:46])[CH:38]=4)=[CH:32][CH:33]=3)=[O:25])[O:21][N:20]=2)[CH:5]=[C:6]([Cl:18])[C:7]=1[OH:8]. The yield is 0.710. (4) The reactants are [CH3:1][C:2]1[C:3]([N+:16]([O-:18])=[O:17])=[C:4]([C:10]([N+:13]([O-:15])=[O:14])=[CH:11][CH:12]=1)[C:5]([O:7][CH2:8][CH3:9])=[O:6].C[C:20]([N:22]([CH3:24])[CH3:23])=O. The catalyst is CN(C=O)C. The product is [CH3:20][N:22]([CH3:24])/[CH:23]=[CH:1]/[C:2]1[C:3]([N+:16]([O-:18])=[O:17])=[C:4]([C:10]([N+:13]([O-:15])=[O:14])=[CH:11][CH:12]=1)[C:5]([O:7][CH2:8][CH3:9])=[O:6]. The yield is 0.580. (5) The reactants are [OH:1][CH:2]1[CH2:5][CH:4]([C:6]([O:8][CH2:9][C:10]2[CH:15]=[CH:14][CH:13]=[CH:12][CH:11]=2)=[O:7])[CH2:3]1.CCN(CC)CC.[CH3:23][S:24](Cl)(=[O:26])=[O:25]. The catalyst is C(Cl)Cl. The product is [CH3:23][S:24]([O:1][CH:2]1[CH2:5][CH:4]([C:6]([O:8][CH2:9][C:10]2[CH:15]=[CH:14][CH:13]=[CH:12][CH:11]=2)=[O:7])[CH2:3]1)(=[O:26])=[O:25]. The yield is 1.00. (6) The reactants are Cl[C:2]1[N:7]=[CH:6][C:5]([CH2:8][C:9]2[C:17]3[C:12](=[N:13][CH:14]=[CH:15][CH:16]=3)[N:11]([Si:18]([CH:25]([CH3:27])[CH3:26])([CH:22]([CH3:24])[CH3:23])[CH:19]([CH3:21])[CH3:20])[CH:10]=2)=[CH:4][CH:3]=1.[CH2:28]([NH2:35])[C:29]1[CH:34]=[CH:33][CH:32]=[CH:31][CH:30]=1.CC(C)([O-])C.[K+].C(P(C(C)(C)C)C1C=CC=CC=1C1C=CC=CC=1)(C)(C)C. The catalyst is C([O-])(=O)C.[Pd+2].C([O-])(=O)C.O.C1(C)C=CC=CC=1. The product is [CH2:28]([NH:35][C:2]1[CH:3]=[CH:4][C:5]([CH2:8][C:9]2[C:17]3[C:12](=[N:13][CH:14]=[CH:15][CH:16]=3)[N:11]([Si:18]([CH:25]([CH3:27])[CH3:26])([CH:22]([CH3:24])[CH3:23])[CH:19]([CH3:21])[CH3:20])[CH:10]=2)=[CH:6][N:7]=1)[C:29]1[CH:34]=[CH:33][CH:32]=[CH:31][CH:30]=1. The yield is 0.585. (7) The reactants are Br[CH:2]([CH2:5][CH3:6])[CH2:3][CH3:4].[O:7]=[CH:8][C:9]1[CH:17]=[CH:16][C:14]([OH:15])=[C:11]([O:12][CH3:13])[CH:10]=1.C(=O)([O-])[O-].[K+].[K+]. The catalyst is CCO. The product is [CH3:13][O:12][C:11]1[CH:10]=[C:9]([CH:17]=[CH:16][C:14]=1[O:15][CH:2]([CH2:5][CH3:6])[CH2:3][CH3:4])[CH:8]=[O:7]. The yield is 0.470. (8) The reactants are [NH2:1][C:2]1[CH:18]=[CH:17][CH:16]=[C:15]([CH3:19])[C:3]=1[C:4]([NH:6][CH:7]1[CH2:12][CH2:11][C:10](=[O:13])[NH:9][C:8]1=[O:14])=[O:5].[C:20](OCC)(OCC)(OCC)[CH2:21][CH3:22].O. The catalyst is CN(C=O)C.CO. The product is [CH2:21]([C:22]1[N:6]([CH:7]2[CH2:12][CH2:11][C:10](=[O:13])[NH:9][C:8]2=[O:14])[C:4](=[O:5])[C:3]2[C:2](=[CH:18][CH:17]=[CH:16][C:15]=2[CH3:19])[N:1]=1)[CH3:20]. The yield is 0.220. (9) The reactants are [OH:1][CH:2]1[CH:6]([CH2:7][OH:8])[O:5][CH:4]([N:9]2[CH:17]=[N:16][C:15]3[C:14](=[O:18])[NH:13][C:12]([NH:19][C:20](=[O:24])[CH:21]([CH3:23])[CH3:22])=[N:11][C:10]2=3)[CH:3]1[O:25][CH3:26].[C:27](Cl)(C1C=CC=CC=1)([C:36]1[CH:43]=[CH:42][C:39]([O:40][CH3:41])=[CH:38][CH:37]=1)[C:28]1[CH:35]=[CH:34][C:31]([O:32][CH3:33])=[CH:30][CH:29]=1. The catalyst is N1C=CC=CC=1. The product is [CH3:41][O:40][C:39]1[CH:38]=[CH:37][C:36]([CH:27]([C:28]2[CH:29]=[CH:30][C:31]([O:32][CH3:33])=[CH:34][CH:35]=2)[O:8][CH:7]([C:28]2[CH:35]=[CH:34][CH:31]=[CH:30][CH:29]=2)[CH:6]2[O:5][CH:4]([N:9]3[CH:17]=[N:16][C:15]4[C:14](=[O:18])[NH:13][C:12]([NH:19][C:20](=[O:24])[CH:21]([CH3:22])[CH3:23])=[N:11][C:10]3=4)[CH:3]([O:25][CH3:26])[CH:2]2[OH:1])=[CH:43][CH:42]=1. The yield is 0.230.